Task: Predict the product of the given reaction.. Dataset: Forward reaction prediction with 1.9M reactions from USPTO patents (1976-2016) Given the reactants Cl[C:2]1[C:7]([NH2:8])=[CH:6][CH:5]=[C:4]([Cl:9])[N:3]=1.[CH:10]([N:13]=[C:14]=[S:15])([CH3:12])[CH3:11].[H-].[Na+].CCOCC, predict the reaction product. The product is: [Cl:9][C:4]1[N:3]=[C:2]2[S:15][C:14]([NH:13][CH:10]([CH3:12])[CH3:11])=[N:8][C:7]2=[CH:6][CH:5]=1.